The task is: Predict the reactants needed to synthesize the given product.. This data is from Full USPTO retrosynthesis dataset with 1.9M reactions from patents (1976-2016). (1) Given the product [Br:1][C:2]1[CH:3]=[C:4]2[N:10]([CH3:16])[C:9](=[O:11])[C:8]([CH3:13])([CH3:12])[C:5]2=[N:6][CH:7]=1, predict the reactants needed to synthesize it. The reactants are: [Br:1][C:2]1[CH:3]=[C:4]2[NH:10][C:9](=[O:11])[C:8]([CH3:13])([CH3:12])[C:5]2=[N:6][CH:7]=1.[H-].[Na+].[CH3:16]I. (2) Given the product [CH:1]1([CH2:6][C@@H:7]([C:8]([NH:41][NH:40][C:24]2[C:23]([F:22])=[C:28]([N:29]3[CH2:30][C:31]([CH3:38])([N:33]4[CH2:37][CH2:36][CH2:35][CH2:34]4)[CH2:32]3)[N:27]=[C:26]([CH3:39])[N:25]=2)=[O:10])[CH2:11][N:12]([O:13][CH:14]2[CH2:19][CH2:18][CH2:17][CH2:16][O:15]2)[CH:20]=[O:21])[CH2:2][CH2:3][CH2:4][CH2:5]1, predict the reactants needed to synthesize it. The reactants are: [CH:1]1([CH2:6][C@H:7]([CH2:11][N:12]([CH:20]=[O:21])[O:13][CH:14]2[CH2:19][CH2:18][CH2:17][CH2:16][O:15]2)[C:8]([OH:10])=O)[CH2:5][CH2:4][CH2:3][CH2:2]1.[F:22][C:23]1[C:24]([NH:40][NH2:41])=[N:25][C:26]([CH3:39])=[N:27][C:28]=1[N:29]1[CH2:32][C:31]([CH3:38])([N:33]2[CH2:37][CH2:36][CH2:35][CH2:34]2)[CH2:30]1.C(Cl)CCl.C1C=NC2N(O)N=NC=2C=1.CN1CCOCC1. (3) Given the product [CH:1]1[CH:2]=[CH:3][C:4]2[S:15][C:14]3[CH:13]=[CH:12][CH:11]=[CH:10][C:9]=3[N:8]=[C:7]([N:16]3[CH2:21][CH2:20][N:19]([CH2:22][CH2:23][O:24][CH2:25][CH2:26][OH:27])[CH2:18][CH2:17]3)[C:5]=2[CH:6]=1.[C:28]1([CH3:55])[CH:33]=[CH:32][C:31]([C:34]([C@@:36]([C:52]([O-:54])=[O:53])([OH:51])[C@@:37]([C:42]([C:44]2[CH:45]=[CH:46][C:47]([CH3:50])=[CH:48][CH:49]=2)=[O:43])([OH:41])[C:38]([O-:40])=[O:39])=[O:35])=[CH:30][CH:29]=1, predict the reactants needed to synthesize it. The reactants are: [CH:1]1[CH:2]=[CH:3][C:4]2[S:15][C:14]3[CH:13]=[CH:12][CH:11]=[CH:10][C:9]=3[N:8]=[C:7]([N:16]3[CH2:21][CH2:20][N:19]([CH2:22][CH2:23][O:24][CH2:25][CH2:26][OH:27])[CH2:18][CH2:17]3)[C:5]=2[CH:6]=1.[C:28]1([CH3:55])[CH:33]=[CH:32][C:31]([C:34]([C@@:36]([C:52]([OH:54])=[O:53])([OH:51])[C@@:37]([C:42]([C:44]2[CH:49]=[CH:48][C:47]([CH3:50])=[CH:46][CH:45]=2)=[O:43])([OH:41])[C:38]([OH:40])=[O:39])=[O:35])=[CH:30][CH:29]=1.